Predict the reactants needed to synthesize the given product. From a dataset of Full USPTO retrosynthesis dataset with 1.9M reactions from patents (1976-2016). (1) Given the product [C:1]([O:4][CH2:5][C:6]1[CH:11]=[C:10]([O:12][CH2:13][CH2:14][NH:15][C:16]([O:18][C:19]([CH3:22])([CH3:21])[CH3:20])=[O:17])[C:9]([OH:23])=[CH:8][N:7]=1)(=[O:3])[CH3:2], predict the reactants needed to synthesize it. The reactants are: [C:1]([O:4][CH2:5][C:6]1[CH:11]=[C:10]([O:12][CH2:13][CH2:14][NH:15][C:16]([O:18][C:19]([CH3:22])([CH3:21])[CH3:20])=[O:17])[C:9]([O:23]CC2C=CC=CC=2)=[CH:8][N:7]=1)(=[O:3])[CH3:2]. (2) Given the product [CH:1]1([CH2:4][C:5]2[C:7]3[C:8](=[CH:12][C:13]([O:16][CH3:17])=[CH:14][CH:15]=3)[C:9](=[O:10])[NH:20][N:19]=2)[CH2:3][CH2:2]1, predict the reactants needed to synthesize it. The reactants are: [CH:1]1([CH2:4][C:5]([C:7]2[CH:15]=[CH:14][C:13]([O:16][CH3:17])=[CH:12][C:8]=2[C:9](O)=[O:10])=O)[CH2:3][CH2:2]1.O.[NH2:19][NH2:20]. (3) The reactants are: F[C:2]1[C:7](F)=[CH:6][CH:5]=[CH:4][C:3]=1[N+:9]([O-:11])=[O:10].N1CCC(CNC(=O)OC(C)(C)C)CC1.C(N(CC)C(C)C)(C)C. Given the product [N+:9]([C:3]1[CH:4]=[CH:5][CH:6]=[CH:7][CH:2]=1)([O-:11])=[O:10], predict the reactants needed to synthesize it. (4) Given the product [CH2:1]([N:8]1[C:12](=[O:15])[CH:13]2[CH:9]([CH2:14]2)[C:10]1=[O:16])[C:2]1[CH:7]=[CH:6][CH:5]=[CH:4][CH:3]=1, predict the reactants needed to synthesize it. The reactants are: [CH2:1]([NH2:8])[C:2]1[CH:7]=[CH:6][CH:5]=[CH:4][CH:3]=1.[CH:9]12[CH2:14][CH:13]1[C:12](=[O:15])N[C:10]2=[O:16]. (5) Given the product [Cl:4][C:5]1[C:10]([C:11]([OH:13])=[O:12])=[CH:9][N:8]=[C:7]([Cl:15])[CH:6]=1, predict the reactants needed to synthesize it. The reactants are: O.[OH-].[Li+].[Cl:4][C:5]1[C:10]([C:11]([O:13]C)=[O:12])=[CH:9][N:8]=[C:7]([Cl:15])[CH:6]=1.Cl. (6) The reactants are: [CH3:1][C:2]1[CH:15]=[CH:14][CH:13]=[CH:12][C:3]=1[N:4]([N+]([O-])=O)[CH2:5][CH2:6][S:7][CH3:8].O.O.[Sn](Cl)Cl.Cl.C1N=C[N:24]([C:27](N2C=NC=C2)=[O:28])C=1. Given the product [CH3:1][C:2]1[C:3]2[N:4]([CH2:5][CH2:6][S:7][CH3:8])[C:27](=[O:28])[NH:24][C:12]=2[CH:13]=[CH:14][CH:15]=1, predict the reactants needed to synthesize it.